This data is from Reaction yield outcomes from USPTO patents with 853,638 reactions. The task is: Predict the reaction yield, written as a fraction of the theoretical maximum amount of product (1.0 means a 100% yield; for example, 0.34 means a 34% yield). (1) The yield is 0.820. No catalyst specified. The product is [C:22]([C:24]1([C:27]([O:1]/[N:2]=[C:3](\[NH2:21])/[C:4]2[CH:9]=[CH:8][C:7]([CH2:10][CH2:11][CH2:12][CH2:13][CH2:14][CH2:15][CH2:16][CH2:17][CH2:18][CH2:19][CH3:20])=[CH:6][CH:5]=2)=[O:28])[CH2:26][CH2:25]1)#[N:23]. The reactants are [OH:1]/[N:2]=[C:3](\[NH2:21])/[C:4]1[CH:9]=[CH:8][C:7]([CH2:10][CH2:11][CH2:12][CH2:13][CH2:14][CH2:15][CH2:16][CH2:17][CH2:18][CH2:19][CH3:20])=[CH:6][CH:5]=1.[C:22]([C:24]1([C:27](O)=[O:28])[CH2:26][CH2:25]1)#[N:23]. (2) The catalyst is CN(C=O)C. The reactants are [H-].[Na+].[NH2:3][C:4]1[C:5]([F:11])=[N:6][CH:7]=[C:8]([Br:10])[CH:9]=1.Br[CH2:13][CH2:14][O:15][CH2:16][CH2:17]Br.O. The product is [Br:10][C:8]1[CH:9]=[C:4]([N:3]2[CH2:17][CH2:16][O:15][CH2:14][CH2:13]2)[C:5]([F:11])=[N:6][CH:7]=1. The yield is 0.830. (3) The reactants are [NH2:1][C:2]1[CH:3]=[C:4]([CH:8]=[C:9]([CH:11]=[C:12]([CH3:14])[CH3:13])[CH:10]=1)[C:5]([OH:7])=[O:6]. The catalyst is CO.[Pd]. The product is [NH2:1][C:2]1[CH:3]=[C:4]([CH:8]=[C:9]([CH2:11][CH:12]([CH3:14])[CH3:13])[CH:10]=1)[C:5]([OH:7])=[O:6]. The yield is 0.780. (4) The reactants are Cl[C:2]1[CH:7]=[C:6]([C:8]2[CH:13]=[CH:12][CH:11]=[C:10]([C:14]#[C:15][C@:16]3([OH:23])[CH2:20][CH2:19][N:18]([CH3:21])[C:17]3=[O:22])[CH:9]=2)[N:5]=[C:4]([C:24]([O:26][CH2:27][CH3:28])=[O:25])[CH:3]=1.C([Sn](CCCC)(CCCC)[C:34]1[N:39]=[CH:38][CH:37]=[CH:36][N:35]=1)CCC.COC1C=CC=C(OC)C=1C1C=CC=CC=1P(C1CCCCC1)C1CCCCC1. The catalyst is O1CCOCC1.CC([O-])=O.CC([O-])=O.[Pd+2]. The product is [OH:23][C@@:16]1([C:15]#[C:14][C:10]2[CH:9]=[C:8]([C:6]3[N:5]=[C:4]([C:24]([O:26][CH2:27][CH3:28])=[O:25])[CH:3]=[C:2]([C:34]4[N:39]=[CH:38][CH:37]=[CH:36][N:35]=4)[CH:7]=3)[CH:13]=[CH:12][CH:11]=2)[CH2:20][CH2:19][N:18]([CH3:21])[C:17]1=[O:22]. The yield is 0.360.